From a dataset of Catalyst prediction with 721,799 reactions and 888 catalyst types from USPTO. Predict which catalyst facilitates the given reaction. (1) Reactant: [CH2:1]([O:4][C:5]1[C:14]2[C:15](=[O:27])[N:16]([CH2:19][C:20]3[CH:25]=[CH:24][C:23]([F:26])=[CH:22][CH:21]=3)[C:17](=[O:18])[C:13]=2[C:12]([O:28]COC)=[C:11]2[C:6]=1[CH:7]=[CH:8][CH:9]=[N:10]2)[CH:2]=[CH2:3].FC(F)(F)C(O)=O. Product: [CH2:1]([O:4][C:5]1[C:14]2[C:15](=[O:27])[N:16]([CH2:19][C:20]3[CH:25]=[CH:24][C:23]([F:26])=[CH:22][CH:21]=3)[C:17](=[O:18])[C:13]=2[C:12]([OH:28])=[C:11]2[C:6]=1[CH:7]=[CH:8][CH:9]=[N:10]2)[CH:2]=[CH2:3]. The catalyst class is: 4. (2) Reactant: [I:1][C:2]1[CH:3]=[C:4]2[C:8](=[CH:9][CH:10]=1)[NH:7][C:6](=[O:11])[C:5]2=O.[NH:13]([C:15](=[O:28])[CH2:16][O:17][C:18]1[CH:27]=[CH:26][C:21]([C:22]([O:24][CH3:25])=[O:23])=[CH:20][CH:19]=1)[NH2:14]. Product: [I:1][C:2]1[CH:3]=[C:4]2[C:8](=[CH:9][CH:10]=1)[NH:7][C:6](=[O:11])[C:5]2=[N:14][NH:13][C:15](=[O:28])[CH2:16][O:17][C:18]1[CH:27]=[CH:26][C:21]([C:22]([O:24][CH3:25])=[O:23])=[CH:20][CH:19]=1. The catalyst class is: 15. (3) Reactant: Cl.Cl.[NH2:3][CH:4]([CH:10]1[CH2:14][CH2:13][NH:12][CH2:11]1)[C:5]([CH3:9])([CH3:8])[C:6]#[N:7].[NH2:15][N:16]1[C:25](=[O:26])[C:24]2[C:19](=[C:20]([CH3:29])[C:21](F)=[C:22]([F:27])[CH:23]=2)[N:18]([CH:30]2[CH2:32][CH2:31]2)[C:17]1=[O:33].CN(C)C(N(C)C)=N. Product: [NH2:3][CH:4]([CH:10]1[CH2:14][CH2:13][N:12]([C:21]2[C:20]([CH3:29])=[C:19]3[C:24]([C:25](=[O:26])[N:16]([NH2:15])[C:17](=[O:33])[N:18]3[CH:30]3[CH2:31][CH2:32]3)=[CH:23][C:22]=2[F:27])[CH2:11]1)[C:5]([CH3:9])([CH3:8])[C:6]#[N:7]. The catalyst class is: 16. (4) Reactant: [CH3:1][O:2][C:3](=[O:36])[C:4]1[CH:9]=[CH:8][C:7]([C:10]([C:17]2[N:25](S(C3C=CC=CC=3)(=O)=O)[C:20]3=[N:21][CH:22]=[CH:23][CH:24]=[C:19]3[CH:18]=2)=[CH:11][CH:12]2[CH2:16][CH2:15][CH2:14][CH2:13]2)=[CH:6][C:5]=1[F:35].[F-].C([N+](CCCC)(CCCC)CCCC)CCC. Product: [CH3:1][O:2][C:3](=[O:36])[C:4]1[CH:9]=[CH:8][C:7]([C:10]([C:17]2[NH:25][C:20]3=[N:21][CH:22]=[CH:23][CH:24]=[C:19]3[CH:18]=2)=[CH:11][CH:12]2[CH2:16][CH2:15][CH2:14][CH2:13]2)=[CH:6][C:5]=1[F:35]. The catalyst class is: 7. (5) Reactant: [F:1][C:2]1[CH:7]=[CH:6][CH:5]=[C:4]([F:8])[C:3]=1[C:9]1[O:10][CH2:11][CH:12]([C:14]2[CH:19]=[CH:18][C:17](Br)=[CH:16][CH:15]=2)[N:13]=1.O1CCOCC1.[CH3:27][Sn:28]([CH3:34])([CH3:33])[Sn:28]([CH3:34])([CH3:33])[CH3:27].[Cl-].[Li+]. Product: [F:1][C:2]1[CH:7]=[CH:6][CH:5]=[C:4]([F:8])[C:3]=1[C:9]1[O:10][CH2:11][CH:12]([C:14]2[CH:19]=[CH:18][C:17]([Sn:28]([CH3:34])([CH3:33])[CH3:27])=[CH:16][CH:15]=2)[N:13]=1. The catalyst class is: 103. (6) Reactant: [CH3:1][S:2][C:3]1[CH:8]=[CH:7][C:6]([N:9]2[CH2:13][C@H:12]([CH2:14][N:15]=[N+:16]=[N-:17])[O:11][C:10]2=[O:18])=[CH:5][CH:4]=1.[C:19]12CC(CC1)=C[CH:20]=2. Product: [CH3:1][S:2][C:3]1[CH:8]=[CH:7][C:6]([N:9]2[CH2:13][C@H:12]([CH2:14][N:15]3[CH:20]=[CH:19][N:17]=[N:16]3)[O:11][C:10]2=[O:18])=[CH:5][CH:4]=1. The catalyst class is: 12.